From a dataset of Reaction yield outcomes from USPTO patents with 853,638 reactions. Predict the reaction yield, written as a fraction of the theoretical maximum amount of product (1.0 means a 100% yield; for example, 0.34 means a 34% yield). The reactants are [H-].[Na+].[OH:3][CH:4]([CH3:20])[CH2:5][C:6]1[CH:11]=[CH:10][N:9]=[C:8]([NH:12][C:13](=[O:19])[O:14][C:15]([CH3:18])([CH3:17])[CH3:16])[CH:7]=1.F[C:22]1[C:31]2[C:26](=[CH:27][CH:28]=[CH:29][CH:30]=2)[C:25]([N+:32]([O-:34])=[O:33])=[CH:24][CH:23]=1.[NH4+].[Cl-]. The catalyst is CN(C=O)C. The product is [N+:32]([C:25]1[C:26]2[C:31](=[CH:30][CH:29]=[CH:28][CH:27]=2)[C:22]([O:3][CH:4]([CH3:20])[CH2:5][C:6]2[CH:11]=[CH:10][N:9]=[C:8]([NH:12][C:13](=[O:19])[O:14][C:15]([CH3:16])([CH3:18])[CH3:17])[CH:7]=2)=[CH:23][CH:24]=1)([O-:34])=[O:33]. The yield is 0.650.